This data is from Forward reaction prediction with 1.9M reactions from USPTO patents (1976-2016). The task is: Predict the product of the given reaction. (1) Given the reactants [CH3:1][C:2]1[CH:7]=[C:6]([NH:8][C:9]([CH3:11])=[O:10])[CH:5]=[CH:4][C:3]=1[C:12]([CH3:14])=O, predict the reaction product. The product is: [C:9]([NH:8][C:6]1[CH:5]=[CH:4][C:3]([C:12]2[CH:14]=[C:12]([C:3]3[CH:4]=[CH:5][C:6]([NH:8][C:9](=[O:10])[CH3:11])=[CH:7][C:2]=3[CH3:1])[CH:14]=[C:12]([C:3]3[CH:4]=[CH:5][C:6]([NH:8][C:9](=[O:10])[CH3:11])=[CH:7][C:2]=3[CH3:1])[CH:14]=2)=[C:2]([CH3:1])[CH:7]=1)(=[O:10])[CH3:11]. (2) Given the reactants [C:1]([C:5]1[CH:6]=[C:7]([NH:11][C:12]([CH:14]2[CH2:23][CH2:22][C:21]3[C:16](=[CH:17][C:18]([O:24][C:25]4[CH:30]=[CH:29][N:28]=[C:27]([N:31]=[C:32]=[O:33])[CH:26]=4)=[CH:19][CH:20]=3)[CH2:15]2)=[O:13])[CH:8]=[CH:9][CH:10]=1)([CH3:4])([CH3:3])[CH3:2].[CH3:34][C:35]1([CH3:42])[O:39][C@@H:38]([CH2:40][OH:41])[CH2:37][O:36]1.N1C=CC=CC=1, predict the reaction product. The product is: [C:1]([C:5]1[CH:6]=[C:7]([NH:11][C:12]([CH:14]2[CH2:15][C:16]3[CH:17]=[C:18]([O:24][C:25]4[CH:30]=[CH:29][N:28]=[C:27]([NH:31][C:32](=[O:33])[O:41][CH2:40][C@H:38]5[CH2:37][O:36][C:35]([CH3:42])([CH3:34])[O:39]5)[CH:26]=4)[CH:19]=[CH:20][C:21]=3[CH2:22][CH2:23]2)=[O:13])[CH:8]=[CH:9][CH:10]=1)([CH3:4])([CH3:2])[CH3:3]. (3) Given the reactants C[O:2][C:3]([C:5]1[N:29]([CH:30]([CH2:33][CH3:34])[CH2:31][CH3:32])[C:8]2[N:9]=[C:10]([NH:13][C:14]3[CH:19]=[CH:18][C:17]([N:20]4[CH2:25][CH2:24][N:23](C(=O)C)[CH2:22][CH2:21]4)=[CH:16][CH:15]=3)[N:11]=[CH:12][C:7]=2[CH:6]=1)=[O:4].[Li+].[OH-], predict the reaction product. The product is: [CH2:31]([CH:30]([N:29]1[C:8]2[N:9]=[C:10]([NH:13][C:14]3[CH:15]=[CH:16][C:17]([N:20]4[CH2:21][CH2:22][NH:23][CH2:24][CH2:25]4)=[CH:18][CH:19]=3)[N:11]=[CH:12][C:7]=2[CH:6]=[C:5]1[C:3]([OH:4])=[O:2])[CH2:33][CH3:34])[CH3:32]. (4) The product is: [CH3:1][O:2][C:3](=[O:31])[C:4]1[CH:9]=[CH:8][C:7]([CH2:10][CH:11]([C:21]([NH:23][C:24]2[CH:29]=[CH:28][CH:27]=[CH:26][CH:25]=2)=[O:22])[C:12](=[O:20])[NH:13][C:14]2[CH:19]=[CH:18][CH:17]=[CH:16][CH:15]=2)=[CH:6][C:5]=1[CH:32]=[CH2:33]. Given the reactants [CH3:1][O:2][C:3](=[O:31])[C:4]1[CH:9]=[CH:8][C:7]([CH2:10][CH:11]([C:21]([NH:23][C:24]2[CH:29]=[CH:28][CH:27]=[CH:26][CH:25]=2)=[O:22])[C:12](=[O:20])[NH:13][C:14]2[CH:19]=[CH:18][CH:17]=[CH:16][CH:15]=2)=[CH:6][C:5]=1Br.[CH:32]([B-](F)(F)F)=[CH2:33].[K+].CCN(CC)CC.C(O)CC, predict the reaction product. (5) Given the reactants [Cl-].[Cl-].[Cl-].[Al+3].[N-:5]=[N+:6]=[N-:7].[Na+].[N-]=[N+]=[N-].[Al+3].[N-]=[N+]=[N-].[N-]=[N+]=[N-].[C:19]1([CH:25]([C:50]2[CH:55]=[CH:54][CH:53]=[CH:52][CH:51]=2)[O:26][C:27]2[CH:32]=[CH:31][C:30]([C:33]3[N:37]([CH:38]4[CH2:43][CH2:42][CH2:41][CH2:40][CH2:39]4)[C:36]4[CH:44]=[CH:45][C:46]([C:48]#[N:49])=[CH:47][C:35]=4[N:34]=3)=[CH:29][CH:28]=2)[CH:24]=[CH:23][CH:22]=[CH:21][CH:20]=1, predict the reaction product. The product is: [C:50]1([CH:25]([C:19]2[CH:20]=[CH:21][CH:22]=[CH:23][CH:24]=2)[O:26][C:27]2[CH:32]=[CH:31][C:30]([C:33]3[N:37]([CH:38]4[CH2:43][CH2:42][CH2:41][CH2:40][CH2:39]4)[C:36]4[CH:44]=[CH:45][C:46]([C:48]5[NH:49][N:7]=[N:6][N:5]=5)=[CH:47][C:35]=4[N:34]=3)=[CH:29][CH:28]=2)[CH:51]=[CH:52][CH:53]=[CH:54][CH:55]=1. (6) The product is: [CH:15]1[C:10]2[CH2:9][CH2:8][C:7]3[CH:16]=[CH:17][CH:18]=[CH:19][C:6]=3[N:5]([CH2:4][C@@H:3]([OH:20])[CH2:2][NH:1][S:30]([C:27]3[CH:26]=[CH:25][C:24]([O:23][C:22]([F:21])([F:34])[F:35])=[CH:29][CH:28]=3)(=[O:32])=[O:31])[C:11]=2[CH:12]=[CH:13][CH:14]=1. Given the reactants [NH2:1][CH2:2][C@H:3]([OH:20])[CH2:4][N:5]1[C:11]2[CH:12]=[CH:13][CH:14]=[CH:15][C:10]=2[CH2:9][CH2:8][C:7]2[CH:16]=[CH:17][CH:18]=[CH:19][C:6]1=2.[F:21][C:22]([F:35])([F:34])[O:23][C:24]1[CH:29]=[CH:28][C:27]([S:30](Cl)(=[O:32])=[O:31])=[CH:26][CH:25]=1.[Na+].[Cl-], predict the reaction product. (7) Given the reactants [CH2:1]([C@H:3]1[CH2:8][N:7]([CH:9]2[CH2:12][O:11][CH2:10]2)[CH2:6][CH2:5][N:4]1[C:13]1[CH:14]=[CH:15][C:16]([NH:19][C:20]2[C:21](=[O:36])[N:22]([CH3:35])[CH:23]=[C:24](B3OC(C)(C)C(C)(C)O3)[CH:25]=2)=[N:17][CH:18]=1)[CH3:2].Cl[C:38]1[C:43]([CH:44]=[O:45])=[C:42]([N:46]2[CH2:58][CH2:57][C:56]3[N:55]4[C:50]([CH2:51][CH2:52][CH2:53][CH2:54]4)=[CH:49][C:48]=3[C:47]2=[O:59])[N:41]=[CH:40][CH:39]=1.O.C([O-])(=O)C.[Na+], predict the reaction product. The product is: [CH2:1]([CH:3]1[CH2:8][N:7]([CH:9]2[CH2:10][O:11][CH2:12]2)[CH2:6][CH2:5][N:4]1[C:13]1[CH:14]=[CH:15][C:16]([NH:19][C:20]2[C:21](=[O:36])[N:22]([CH3:35])[CH:23]=[C:24]([C:38]3[C:43]([CH:44]=[O:45])=[C:42]([N:46]4[CH2:58][CH2:57][C:56]5[N:55]6[C:50]([CH2:51][CH2:52][CH2:53][CH2:54]6)=[CH:49][C:48]=5[C:47]4=[O:59])[N:41]=[CH:40][CH:39]=3)[CH:25]=2)=[N:17][CH:18]=1)[CH3:2]. (8) Given the reactants F[C:2]1[CH:12]=[CH:11][C:5]([C:6]([O:8][CH2:9][CH3:10])=[O:7])=[CH:4][CH:3]=1.[NH:13]1[CH2:18][CH2:17][NH:16][CH2:15][CH2:14]1, predict the reaction product. The product is: [N:13]1([C:2]2[CH:12]=[CH:11][C:5]([C:6]([O:8][CH2:9][CH3:10])=[O:7])=[CH:4][CH:3]=2)[CH2:18][CH2:17][NH:16][CH2:15][CH2:14]1.